Dataset: Serine/threonine kinase 33 screen with 319,792 compounds. Task: Binary Classification. Given a drug SMILES string, predict its activity (active/inactive) in a high-throughput screening assay against a specified biological target. (1) The molecule is S(Cc1n(c2c(n1)cccc2)Cc1ccccc1)c1[nH]c2c(c(=O)n1)cccc2. The result is 0 (inactive). (2) The compound is Brc1cc(C(=O)Nc2ccc(CN3CCCCC3)cc2)ccc1. The result is 0 (inactive). (3) The drug is S(C(C(=O)Nc1noc(c1)C)C)CC(=O)Nc1scc(n1)c1cc(OC)c(OC)cc1. The result is 0 (inactive). (4) The drug is O=C(Nc1n(ncc1)C1CCN(CC1)C\C(C)=C\C)c1ccc(OC)cc1. The result is 0 (inactive). (5) The compound is S=C(Nc1cc2[nH]ncc2cc1)NCC. The result is 1 (active). (6) The drug is O(CCCCNCCO)c1cc(CC)ccc1. The result is 0 (inactive). (7) The result is 0 (inactive). The molecule is S(=O)(=O)(N(CC(=O)NC1CCCCCC1)C)c1[nH]cnc1. (8) The molecule is N(c1ccccc1)c1nc(Nc2ccccc2)ncc1. The result is 1 (active).